This data is from Reaction yield outcomes from USPTO patents with 853,638 reactions. The task is: Predict the reaction yield, written as a fraction of the theoretical maximum amount of product (1.0 means a 100% yield; for example, 0.34 means a 34% yield). (1) The catalyst is C(#N)C. The reactants are [Cl:1][C:2]1[C:16]([F:17])=[CH:15][CH:14]=[C:13]([Cl:18])[C:3]=1[CH2:4][O:5][C:6]1[C:7]([NH2:12])=[N:8][CH:9]=[CH:10][CH:11]=1.[Br:19]N1C(=O)CCC1=O. The yield is 0.510. The product is [Br:19][C:10]1[CH:11]=[C:6]([O:5][CH2:4][C:3]2[C:13]([Cl:18])=[CH:14][CH:15]=[C:16]([F:17])[C:2]=2[Cl:1])[C:7]([NH2:12])=[N:8][CH:9]=1. (2) The reactants are [Cl:1][C:2]1[N:10]=[C:9]2[C:5]([N:6]=[C:7]([CH2:12][CH:13]=O)[N:8]2[CH3:11])=[C:4]([N:15]2[CH2:20][CH2:19][O:18][CH2:17][CH2:16]2)[N:3]=1.[CH3:21][NH:22][C:23]1([CH3:30])[CH2:27][CH2:26][S:25](=[O:29])(=[O:28])[CH2:24]1.C(O[BH-](OC(=O)C)OC(=O)C)(=O)C.[Na+]. The catalyst is ClCCCl. The product is [Cl:1][C:2]1[N:10]=[C:9]2[C:5]([N:6]=[C:7]([CH2:12][CH2:13][N:22]([CH3:21])[C:23]3([CH3:30])[CH2:27][CH2:26][S:25](=[O:29])(=[O:28])[CH2:24]3)[N:8]2[CH3:11])=[C:4]([N:15]2[CH2:20][CH2:19][O:18][CH2:17][CH2:16]2)[N:3]=1. The yield is 0.280. (3) The reactants are [N+:1]([C:4]1[S:8][C:7]([C:9]2[O:10][C:11]3[CH:16]=[CH:15][N:14]=[CH:13][C:12]=3[N:17]=2)=[CH:6][CH:5]=1)([O-])=O.[NH4+].[Cl-].C(OCC)(=O)C.CCN(CC)CC. The catalyst is CO.O.[Fe]. The product is [O:10]1[C:11]2[CH:16]=[CH:15][N:14]=[CH:13][C:12]=2[N:17]=[C:9]1[C:7]1[S:8][C:4]([NH2:1])=[CH:5][CH:6]=1. The yield is 0.700. (4) The yield is 0.970. The catalyst is CC#N. The product is [Br:1][C:2]1[CH:7]=[CH:6][C:5]([CH2:8][N:19]2[CH2:24][CH2:23][O:22][CH2:21][CH2:20]2)=[C:4]([CH2:10][CH3:11])[CH:3]=1. The reactants are [Br:1][C:2]1[CH:7]=[CH:6][C:5]([CH2:8]Br)=[C:4]([CH2:10][CH3:11])[CH:3]=1.C(N(CC)CC)C.[NH:19]1[CH2:24][CH2:23][O:22][CH2:21][CH2:20]1.